From a dataset of Full USPTO retrosynthesis dataset with 1.9M reactions from patents (1976-2016). Predict the reactants needed to synthesize the given product. (1) Given the product [Cl:1][C:2]1[CH:7]=[CH:6][C:5]([NH:8][C:9](=[O:20])[C:10]2[CH:15]=[CH:14][CH:13]=[C:12]([C:16]([F:19])([F:18])[F:17])[CH:11]=2)=[CH:4][C:3]=1[NH:21][C:22]1[N:27]=[CH:26][N:25]=[C:24]2[N:28]([CH2:33][CH2:34][N:35]([CH2:38][CH3:39])[CH2:36][CH3:37])[N:29]=[CH:30][C:23]=12, predict the reactants needed to synthesize it. The reactants are: [Cl:1][C:2]1[CH:7]=[CH:6][C:5]([NH:8][C:9](=[O:20])[C:10]2[CH:15]=[CH:14][CH:13]=[C:12]([C:16]([F:19])([F:18])[F:17])[CH:11]=2)=[CH:4][C:3]=1[NH:21][C:22]1[N:27]=[CH:26][N:25]=[C:24]2[NH:28][N:29]=[CH:30][C:23]=12.Br.Br[CH2:33][CH2:34][N:35]([CH2:38][CH3:39])[CH2:36][CH3:37].C(=O)([O-])[O-].[Cs+].[Cs+]. (2) Given the product [F:17][C:14]([F:15])([F:16])[C:13]1[N:8]2[N:7]=[CH:6][C:5]([C:3]3[N:4]=[C:35]([C:34]4[CH:33]=[C:32]([S:28]([NH2:29])(=[O:31])=[O:30])[CH:40]=[CH:39][CH:38]=4)[O:1][N:2]=3)=[C:9]2[N:10]=[C:11]([C:18]2[CH:19]=[CH:20][C:21]([C:24]([F:27])([F:26])[F:25])=[CH:22][CH:23]=2)[CH:12]=1, predict the reactants needed to synthesize it. The reactants are: [OH:1][NH:2][C:3]([C:5]1[CH:6]=[N:7][N:8]2[C:13]([C:14]([F:17])([F:16])[F:15])=[CH:12][C:11]([C:18]3[CH:23]=[CH:22][C:21]([C:24]([F:27])([F:26])[F:25])=[CH:20][CH:19]=3)=[N:10][C:9]=12)=[NH:4].[S:28]([C:32]1[CH:33]=[C:34]([CH:38]=[CH:39][CH:40]=1)[C:35](O)=O)(=[O:31])(=[O:30])[NH2:29]. (3) The reactants are: [CH3:1][N:2]1[C:8]([CH3:10])([CH3:9])[C:6](=[O:7])[NH:5][C:3]1=[O:4].C(O[I:15](C1C=CC=CC=1)OC(=O)C)(=O)C.II. Given the product [I:15][N:5]1[C:6](=[O:7])[C:8]([CH3:10])([CH3:9])[N:2]([CH3:1])[C:3]1=[O:4], predict the reactants needed to synthesize it. (4) The reactants are: [NH2:17][C:16]1[CH:18]=[CH:19][C:20]([O:22][C:23]([F:24])([F:25])[F:26])=[CH:21][C:15]=1[S:14][S:14][C:15]1[CH:21]=[C:20]([O:22][C:23]([F:26])([F:25])[F:24])[CH:19]=[CH:18][C:16]=1[NH2:17].[CH2:27]([C:29]1([CH2:37][CH3:38])[NH:34][C:33](=[O:35])[CH2:32][C:31](=O)[CH2:30]1)[CH3:28]. Given the product [CH2:37]([C:29]1([CH2:27][CH3:28])[NH:34][C:33](=[O:35])[C:32]2[S:14][C:15]3[CH:21]=[C:20]([O:22][C:23]([F:24])([F:25])[F:26])[CH:19]=[CH:18][C:16]=3[NH:17][C:31]=2[CH2:30]1)[CH3:38], predict the reactants needed to synthesize it.